Dataset: Catalyst prediction with 721,799 reactions and 888 catalyst types from USPTO. Task: Predict which catalyst facilitates the given reaction. (1) Reactant: [NH:1]([C:5]1[CH:12]=[CH:11][C:8]([CH:9]=O)=[CH:7][CH:6]=1)[C:2]([CH3:4])=[O:3].[C:13](#[N:17])[CH2:14][C:15]#[N:16]. Product: [C:15]([C:14]([C:13]#[N:17])=[CH:9][C:8]1[CH:11]=[CH:12][C:5]([NH:1][C:2](=[O:3])[CH3:4])=[CH:6][CH:7]=1)#[N:16]. The catalyst class is: 360. (2) Product: [NH2:1][C:2]1[CH:3]=[C:4]([C:5](=[O:7])[NH:26][C:24]2[S:25][C:21]([C:15]3[CH:20]=[CH:19][CH:18]=[CH:17][CH:16]=3)=[N:22][N:23]=2)[CH:8]=[CH:9][C:10]=1[C:11]([O:13][CH3:14])=[O:12]. The catalyst class is: 3. Reactant: [NH2:1][C:2]1[CH:3]=[C:4]([CH:8]=[CH:9][C:10]=1[C:11]([O:13][CH3:14])=[O:12])[C:5]([OH:7])=O.[C:15]1([C:21]2[S:25][C:24]([NH2:26])=[N:23][N:22]=2)[CH:20]=[CH:19][CH:18]=[CH:17][CH:16]=1.F[P-](F)(F)(F)(F)F.N1(O[P+](N2CCCC2)(N2CCCC2)N2CCCC2)C2C=CC=CC=2N=N1.C(N(C(C)C)CC)(C)C. (3) Reactant: [S:1](Cl)([C:4]1[CH:10]=[CH:9][C:7]([CH3:8])=[CH:6][CH:5]=1)(=[O:3])=[O:2].[NH2:12][C:13]1[CH:18]=[CH:17][C:16]([Br:19])=[CH:15][N:14]=1. Product: [Br:19][C:16]1[CH:17]=[CH:18]/[C:13](=[N:12]/[S:1]([C:4]2[CH:10]=[CH:9][C:7]([CH3:8])=[CH:6][CH:5]=2)(=[O:3])=[O:2])/[NH:14][CH:15]=1. The catalyst class is: 17. (4) Reactant: C(OC([N:8]1[CH2:13][CH2:12][C:11]([C:17]2[CH:22]=[CH:21][CH:20]=[CH:19][CH:18]=2)([C:14]([OH:16])=[O:15])[CH2:10][CH2:9]1)=O)(C)(C)C.Cl. Product: [C:17]1([C:11]2([C:14]([OH:16])=[O:15])[CH2:10][CH2:9][NH:8][CH2:13][CH2:12]2)[CH:18]=[CH:19][CH:20]=[CH:21][CH:22]=1. The catalyst class is: 12. (5) Reactant: I.[CH3:2][C:3]1[CH:8]=[CH:7][C:6]([C@H:9]2[C@@H:13]([C:14]3[CH:19]=[CH:18][C:17]([CH3:20])=[CH:16][CH:15]=3)[NH:12][C:11]([S:21][CH3:22])=[N:10]2)=[CH:5][CH:4]=1.[C:23]([O:27][C:28](O[C:28]([O:27][C:23]([CH3:26])([CH3:25])[CH3:24])=[O:29])=[O:29])([CH3:26])([CH3:25])[CH3:24].C(N(CC)CC)C. Product: [CH3:2][C:3]1[CH:4]=[CH:5][C:6]([C@H:9]2[C@@H:13]([C:14]3[CH:19]=[CH:18][C:17]([CH3:20])=[CH:16][CH:15]=3)[N:12]([C:28]([O:27][C:23]([CH3:26])([CH3:25])[CH3:24])=[O:29])[C:11]([S:21][CH3:22])=[N:10]2)=[CH:7][CH:8]=1. The catalyst class is: 119. (6) Reactant: [Cl:1][C:2]1[CH:3]=[C:4]2[C:9](=[CH:10][C:11]=1[C:12]([OH:14])=O)[N:8]=[CH:7][N:6]=[C:5]2[NH:15][CH:16]([C:18]1[NH:22][C:21]2[CH:23]=[CH:24][C:25]([Cl:27])=[CH:26][C:20]=2[N:19]=1)[CH3:17].FC1C(OC(N(C)C)=[N+](C)C)=C(F)C(F)=C(F)C=1F.F[P-](F)(F)(F)(F)F.C(N(C(C)C)CC)(C)C.[CH2:63]([N:65]([CH2:75][CH3:76])[CH2:66][CH2:67][CH2:68][CH:69]1[CH2:74][CH2:73][CH2:72][NH:71][CH2:70]1)[CH3:64]. Product: [Cl:1][C:2]1[CH:3]=[C:4]2[C:9](=[CH:10][C:11]=1[C:12]([N:71]1[CH2:72][CH2:73][CH2:74][CH:69]([CH2:68][CH2:67][CH2:66][N:65]([CH2:75][CH3:76])[CH2:63][CH3:64])[CH2:70]1)=[O:14])[N:8]=[CH:7][N:6]=[C:5]2[NH:15][CH:16]([C:18]1[NH:22][C:21]2[CH:23]=[CH:24][C:25]([Cl:27])=[CH:26][C:20]=2[N:19]=1)[CH3:17]. The catalyst class is: 16. (7) The catalyst class is: 140. Product: [Cl:21][C:22]1[CH:23]=[C:24]([CH:35]=[CH:36][N:37]=1)[C:25]([NH:27][C:28]1[CH:29]=[N:30][CH:31]=[CH:32][C:33]=1[C:11]1[CH:12]=[CH:13][C:8]([F:7])=[CH:9][C:10]=1[C:17]([F:20])([F:19])[F:18])=[O:26]. Reactant: C(=O)([O-])[O-].[Na+].[Na+].[F:7][C:8]1[CH:13]=[CH:12][C:11](B(O)O)=[C:10]([C:17]([F:20])([F:19])[F:18])[CH:9]=1.[Cl:21][C:22]1[CH:23]=[C:24]([CH:35]=[CH:36][N:37]=1)[C:25]([NH:27][C:28]1[CH:29]=[N:30][CH:31]=[CH:32][C:33]=1I)=[O:26]. (8) Reactant: [Br:1][C:2]1[CH:3]=[C:4]2[C:9](=[CH:10][CH:11]=1)[N:8]=[C:7](Cl)[C:6]([CH:13]([CH3:15])[CH3:14])=[C:5]2[Cl:16].[CH3:17][O-:18].[Na+].[Al]. Product: [Br:1][C:2]1[CH:3]=[C:4]2[C:9](=[CH:10][CH:11]=1)[N:8]=[C:7]([O:18][CH3:17])[C:6]([CH:13]([CH3:15])[CH3:14])=[C:5]2[Cl:16]. The catalyst class is: 11. (9) Reactant: [CH2:1]([O:8][C:9]1[CH:18]=[CH:17][C:12]([C:13]([O:15]C)=[O:14])=[CH:11][C:10]=1[NH:19][C:20](=[O:28])[CH2:21][N:22]1[CH2:27][CH2:26][O:25][CH2:24][CH2:23]1)[C:2]1[CH:7]=[CH:6][CH:5]=[CH:4][CH:3]=1.[OH-].[Li+:30]. Product: [CH2:1]([O:8][C:9]1[CH:18]=[CH:17][C:12]([C:13]([O-:15])=[O:14])=[CH:11][C:10]=1[NH:19][C:20](=[O:28])[CH2:21][N:22]1[CH2:23][CH2:24][O:25][CH2:26][CH2:27]1)[C:2]1[CH:7]=[CH:6][CH:5]=[CH:4][CH:3]=1.[Li+:30]. The catalyst class is: 36. (10) Reactant: [Cl:1][C:2]1[CH:3]=[C:4]([C:8]2[NH:9][C:10](=[O:13])[O:11][CH:12]=2)[CH:5]=[CH:6][CH:7]=1.C(#N)C.S(=O)(=O)(O)O.[C:22]([O:26][CH3:27])(=[O:25])[CH:23]=[CH2:24]. Product: [Cl:1][C:2]1[CH:3]=[C:4]([C:8]2[NH:9][C:10](=[O:13])[O:11][C:12]=2[CH2:24][CH2:23][C:22]([O:26][CH3:27])=[O:25])[CH:5]=[CH:6][CH:7]=1. The catalyst class is: 6.